From a dataset of Forward reaction prediction with 1.9M reactions from USPTO patents (1976-2016). Predict the product of the given reaction. (1) The product is: [CH3:29][O:30][C:31]1[CH:32]=[CH:33][C:34]([C:37]2[N:41]([CH3:42])[N:40]=[CH:39][C:38]=2/[CH:43]=[CH:26]\[C:27]([OH:28])=[O:47])=[CH:35][CH:36]=1. Given the reactants C[Si]([N-][Si](C)(C)C)(C)C.[K+].C1[O:28][CH2:27][CH2:26]OCCOCCOCCOCCOC1.[CH3:29][O:30][C:31]1[CH:36]=[CH:35][C:34]([C:37]2[N:41]([CH3:42])[N:40]=[CH:39][C:38]=2[CH:43]=O)=[CH:33][CH:32]=1.[Cl-].[NH4+].[O:47]1CCCC1, predict the reaction product. (2) Given the reactants C1C=C(N2CCN([CH2:15][CH2:16][CH2:17][CH2:18][O:19][C:20]3[CH:21]=[CH:22][C:23]4[CH2:30][CH2:29][C:27](=[O:28])[NH:26][C:24]=4[CH:25]=3)CC2)C(Cl)=C(Cl)C=1.OC1C=C2C(CCC(=O)N2)=CC=1.[Br:43]CCCCBr, predict the reaction product. The product is: [Br:43][CH2:15][CH2:16][CH2:17][CH2:18][O:19][C:20]1[CH:25]=[C:24]2[C:23]([CH2:30][CH2:29][C:27](=[O:28])[NH:26]2)=[CH:22][CH:21]=1. (3) Given the reactants [CH3:1][C:2]1[C:6]([C:7]2[CH:12]=[C:11]([N:13]3[CH2:18][CH2:17][O:16][CH2:15][CH2:14]3)[N:10]=[C:9]([NH:19][C:20]3[CH:21]=[C:22]([C:26]4([C:30]#N)[CH2:29][CH2:28][CH2:27]4)[CH:23]=[CH:24][CH:25]=3)[N:8]=2)=[C:5]([CH3:32])[O:4][N:3]=1.Cl.[OH-:34].[Na+].[OH2:36], predict the reaction product. The product is: [CH3:1][C:2]1[C:6]([C:7]2[CH:12]=[C:11]([N:13]3[CH2:14][CH2:15][O:16][CH2:17][CH2:18]3)[N:10]=[C:9]([NH:19][C:20]3[CH:21]=[C:22]([C:26]4([C:30]([OH:36])=[O:34])[CH2:29][CH2:28][CH2:27]4)[CH:23]=[CH:24][CH:25]=3)[N:8]=2)=[C:5]([CH3:32])[O:4][N:3]=1. (4) Given the reactants [NH2:1][C:2]1[C:3]([S:12]([F:17])([F:16])([F:15])([F:14])[F:13])=[CH:4][C:5]([CH3:11])=[C:6]([CH:10]=1)[C:7]([OH:9])=O.Cl.[CH3:19][NH:20][O:21][CH3:22].C(N(CC)CC)C, predict the reaction product. The product is: [NH2:1][C:2]1[C:3]([S:12]([F:14])([F:15])([F:16])([F:17])[F:13])=[CH:4][C:5]([CH3:11])=[C:6]([CH:10]=1)[C:7]([N:20]([O:21][CH3:22])[CH3:19])=[O:9]. (5) Given the reactants [H-].[Na+].[Br:3][C:4]1[CH:5]=[CH:6][C:7]2[NH:8][C:9]3[C:14]([C:15]=2[CH:16]=1)=[CH:13][C:12]([O:17][CH3:18])=[CH:11][CH:10]=3.[O:19]1[CH2:21][CH:20]1[CH2:22][NH:23][C:24]1[CH:29]=[CH:28][CH:27]=[CH:26][CH:25]=1, predict the reaction product. The product is: [Br:3][C:4]1[CH:5]=[CH:6][C:7]2[N:8]([CH2:21][CH:20]([OH:19])[CH2:22][NH:23][C:24]3[CH:29]=[CH:28][CH:27]=[CH:26][CH:25]=3)[C:9]3[C:14]([C:15]=2[CH:16]=1)=[CH:13][C:12]([O:17][CH3:18])=[CH:11][CH:10]=3.